Dataset: HIV replication inhibition screening data with 41,000+ compounds from the AIDS Antiviral Screen. Task: Binary Classification. Given a drug SMILES string, predict its activity (active/inactive) in a high-throughput screening assay against a specified biological target. (1) The drug is Fc1ccc(NC(=S)NN=Cc2c(Cl)cccc2Cl)cc1. The result is 0 (inactive). (2) The drug is COc1ccc(C2N(c3ccc(F)cc3)C(=O)N3C(c4ccc(OC)cc4)N(c4ccc(F)cc4)C(=O)N23)cc1. The result is 0 (inactive). (3) The molecule is Cl.O=[N+]([O-])c1ccc(C[N+]([O-])(CCCl)CCCl)cc1. The result is 0 (inactive). (4) The molecule is CC1CC(OP(=O)(OCc2ccccc2)OCc2ccccc2)C(OCc2ccccc2)C(OCc2ccccc2)C1OCc1ccccc1. The result is 0 (inactive).